This data is from Human liver microsome stability data. The task is: Regression/Classification. Given a drug SMILES string, predict its absorption, distribution, metabolism, or excretion properties. Task type varies by dataset: regression for continuous measurements (e.g., permeability, clearance, half-life) or binary classification for categorical outcomes (e.g., BBB penetration, CYP inhibition). Dataset: hlm. The molecule is COCCOCCCn1cc(CN2CCN(c3cc(C(=O)Nc4ccc5c(c4)-c4c(c(C(N)=O)nn4-c4ccc(F)cc4)CC5)c(Cl)cn3)CC2)cn1. The result is 1 (stable in human liver microsomes).